This data is from Full USPTO retrosynthesis dataset with 1.9M reactions from patents (1976-2016). The task is: Predict the reactants needed to synthesize the given product. Given the product [O:1]1[C:5]2[CH:6]=[CH:7][C:8]([C:10]3[S:11][CH:12]=[C:13]([C:15]([NH:23][C:19]4[O:18][CH:22]=[CH:21][N:20]=4)=[O:17])[N:14]=3)=[CH:9][C:4]=2[CH2:3][CH2:2]1, predict the reactants needed to synthesize it. The reactants are: [O:1]1[C:5]2[CH:6]=[CH:7][C:8]([C:10]3[S:11][CH:12]=[C:13]([C:15]([OH:17])=O)[N:14]=3)=[CH:9][C:4]=2[CH2:3][CH2:2]1.[O:18]1[CH:22]=[CH:21][N:20]=[C:19]1[NH2:23].CN(C(ON1N=NC2C=CC=CC1=2)=[N+](C)C)C.F[P-](F)(F)(F)(F)F.CCN(C(C)C)C(C)C.